Dataset: Forward reaction prediction with 1.9M reactions from USPTO patents (1976-2016). Task: Predict the product of the given reaction. Given the reactants [OH-].[Na+].[CH3:3][C:4]1[CH:9]=[C:8]([CH3:10])[CH:7]=[CH:6][C:5]=1[C:11]1[C:12]2[N:13]([C:17]([C:22]([O:24]C)=[O:23])=[C:18]([CH2:20][CH3:21])[N:19]=2)[N:14]=[CH:15][CH:16]=1.Cl, predict the reaction product. The product is: [CH3:3][C:4]1[CH:9]=[C:8]([CH3:10])[CH:7]=[CH:6][C:5]=1[C:11]1[C:12]2[N:13]([C:17]([C:22]([OH:24])=[O:23])=[C:18]([CH2:20][CH3:21])[N:19]=2)[N:14]=[CH:15][CH:16]=1.